Dataset: Full USPTO retrosynthesis dataset with 1.9M reactions from patents (1976-2016). Task: Predict the reactants needed to synthesize the given product. (1) Given the product [F:7][C:8]1[CH:9]=[N:10][C:11]([C:14]2[CH:15]=[CH:16][C:17]([O:18][CH2:19][C@H:20]3[CH2:25][CH2:24][O:23][CH2:22][C@@H:21]3[NH:26][S:2]([CH3:1])(=[O:4])=[O:3])=[CH:27][CH:28]=2)=[N:12][CH:13]=1, predict the reactants needed to synthesize it. The reactants are: [CH3:1][S:2](Cl)(=[O:4])=[O:3].Cl.[F:7][C:8]1[CH:9]=[N:10][C:11]([C:14]2[CH:28]=[CH:27][C:17]([O:18][CH2:19][C@H:20]3[CH2:25][CH2:24][O:23][CH2:22][C@@H:21]3[NH2:26])=[CH:16][CH:15]=2)=[N:12][CH:13]=1.C(N(CC)CC)C. (2) Given the product [Cl:8][C:5]1[CH:6]=[CH:7][C:2]([CH2:26][C:25]([C:22]2([CH3:21])[CH2:24][CH2:23]2)=[O:27])=[CH:3][C:4]=1[O:9][CH2:10][CH2:11][CH2:12][O:13][CH3:14], predict the reactants needed to synthesize it. The reactants are: Br[C:2]1[CH:7]=[CH:6][C:5]([Cl:8])=[C:4]([O:9][CH2:10][CH2:11][CH2:12][O:13][CH3:14])[CH:3]=1.C(O[Na])(C)(C)C.[CH3:21][C:22]1([C:25](=[O:27])[CH3:26])[CH2:24][CH2:23]1. (3) Given the product [ClH:31].[ClH:31].[ClH:31].[NH2:8][C:9]1[CH:17]=[C:16]2[C:12]([CH2:13][CH2:14][CH2:15]2)=[CH:11][C:10]=1[O:18][CH2:19][C:20]1[N:21]=[CH:22][C:23]([C:26]([O:28][CH2:29][CH3:30])=[O:27])=[N:24][CH:25]=1, predict the reactants needed to synthesize it. The reactants are: C(OC([NH:8][C:9]1[CH:17]=[C:16]2[C:12]([CH2:13][CH2:14][CH2:15]2)=[CH:11][C:10]=1[O:18][CH2:19][C:20]1[N:21]=[CH:22][C:23]([C:26]([O:28][CH2:29][CH3:30])=[O:27])=[N:24][CH:25]=1)=O)(C)(C)C.[ClH:31].C(OCC)(=O)C. (4) Given the product [CH3:25][O:24][C:17]1[CH:18]=[C:19]([O:22][CH3:23])[CH:20]=[CH:21][C:16]=1[CH2:15][NH:14][C:12]1[S:11][N:10]=[C:9]([CH2:8][N:2]([CH2:3][CH2:4][O:5][CH3:6])[CH3:1])[N:13]=1, predict the reactants needed to synthesize it. The reactants are: [CH3:1][NH:2][CH2:3][CH2:4][O:5][CH3:6].Cl[CH2:8][C:9]1[N:13]=[C:12]([NH:14][CH2:15][C:16]2[CH:21]=[CH:20][C:19]([O:22][CH3:23])=[CH:18][C:17]=2[O:24][CH3:25])[S:11][N:10]=1.C([O-])([O-])=O.[Cs+].[Cs+]. (5) Given the product [CH2:1]([O:3][C:4]([C:6]1[N:7]=[CH:8][C:9]2[C:14]([C:15]=1[OH:16])=[CH:13][CH:12]=[C:11]([O:17][CH2:18][C:19]1[CH:24]=[CH:23][CH:22]=[CH:21][CH:20]=1)[CH:10]=2)=[O:5])[CH3:2], predict the reactants needed to synthesize it. The reactants are: [CH2:1]([O:3][C:4]([C:6]1[N:7](CC2C=CC(OC)=CC=2OC)[CH2:8][C:9]2[C:14]([C:15]=1[OH:16])=[CH:13][CH:12]=[C:11]([O:17][CH2:18][C:19]1[CH:24]=[CH:23][CH:22]=[CH:21][CH:20]=1)[CH:10]=2)=[O:5])[CH3:2].S(Cl)(Cl)=O.